Predict the reaction yield, written as a fraction of the theoretical maximum amount of product (1.0 means a 100% yield; for example, 0.34 means a 34% yield). From a dataset of Reaction yield outcomes from USPTO patents with 853,638 reactions. (1) The reactants are [CH3:1][O:2][C:3]1[CH:4]=[CH:5][C:6]([CH3:10])=[C:7]([CH:9]=1)N.Cl.N([O-])=O.[Na+].[H+].[B-](F)(F)(F)[F:18]. The catalyst is O. The product is [F:18][C:7]1[CH:9]=[C:3]([O:2][CH3:1])[CH:4]=[CH:5][C:6]=1[CH3:10]. The yield is 0.310. (2) The reactants are [C:1]([O:5][C:6]([N:8]1[C:17]2[C:12](=[CH:13][C:14]([O:18][CH2:19][CH2:20][CH2:21][CH2:22][CH2:23]Br)=[CH:15][CH:16]=2)[CH2:11][CH2:10][CH2:9]1)=[O:7])([CH3:4])([CH3:3])[CH3:2].[CH2:25]([NH:28][CH3:29])[CH:26]=[CH2:27].C([O-])([O-])=O.[K+].[K+]. The catalyst is CN(C=O)C. The product is [C:1]([O:5][C:6]([N:8]1[C:17]2[C:12](=[CH:13][C:14]([O:18][CH2:19][CH2:20][CH2:21][CH2:22][CH2:23][N:28]([CH2:25][CH:26]=[CH2:27])[CH3:29])=[CH:15][CH:16]=2)[CH2:11][CH2:10][CH2:9]1)=[O:7])([CH3:4])([CH3:3])[CH3:2]. The yield is 0.720. (3) The yield is 0.790. The catalyst is C(Cl)Cl. The reactants are [CH3:1][C:2]([CH3:44])([CH3:43])[CH2:3][CH2:4][N:5]1[C:9](=[O:10])[C@H:8]([CH2:11][C:12](=[O:31])[N:13]2[CH2:18][CH2:17][CH:16]([N:19]3[CH2:25][CH2:24][C:23]4[CH:26]=[CH:27][CH:28]=[CH:29][C:22]=4[NH:21][C:20]3=[O:30])[CH2:15][CH2:14]2)[S:7][CH:6]1[C:32]1[S:36][C:35]([CH:37]2[CH2:42][CH2:41][NH:40][CH2:39][CH2:38]2)=[N:34][CH:33]=1.[CH:45](=O)[CH:46]([CH3:48])[CH3:47].[BH-](OC(C)=O)(OC(C)=O)OC(C)=O.[Na+]. The product is [CH3:1][C:2]([CH3:44])([CH3:43])[CH2:3][CH2:4][N:5]1[C:9](=[O:10])[C@H:8]([CH2:11][C:12](=[O:31])[N:13]2[CH2:18][CH2:17][CH:16]([N:19]3[CH2:25][CH2:24][C:23]4[CH:26]=[CH:27][CH:28]=[CH:29][C:22]=4[NH:21][C:20]3=[O:30])[CH2:15][CH2:14]2)[S:7][CH:6]1[C:32]1[S:36][C:35]([CH:37]2[CH2:38][CH2:39][N:40]([CH2:45][CH:46]([CH3:48])[CH3:47])[CH2:41][CH2:42]2)=[N:34][CH:33]=1. (4) The reactants are Cl[C:2]1[CH:11]=[CH:10][N:9]=[C:8]2[C:3]=1[C:4]1[CH:16]=[CH:15][CH:14]=[CH:13][C:5]=1[C:6](=[O:12])[NH:7]2.[C:17]([C:19]1[CH:24]=[CH:23][C:22]([F:25])=[CH:21][CH:20]=1)#[CH:18]. No catalyst specified. The product is [F:25][C:22]1[CH:23]=[CH:24][C:19]([C:17]#[C:18][C:2]2[CH:11]=[CH:10][N:9]=[C:8]3[C:3]=2[C:4]2[CH:16]=[CH:15][CH:14]=[CH:13][C:5]=2[C:6](=[O:12])[NH:7]3)=[CH:20][CH:21]=1. The yield is 0.540.